Predict which catalyst facilitates the given reaction. From a dataset of Catalyst prediction with 721,799 reactions and 888 catalyst types from USPTO. (1) Reactant: [F:1][CH:2]([F:36])[O:3][C:4]1[CH:35]=[CH:34][CH:33]=[CH:32][C:5]=1[CH2:6][C:7]1[N:11]2[CH:12]=[C:13]([C:16]3[CH:17]=[N:18][C:19]([N:22]4[CH2:27][CH2:26][CH:25]([C:28](O)=[O:29])[CH2:24][CH2:23]4)=[N:20][CH:21]=3)[CH:14]=[CH:15][C:10]2=[N:9][C:8]=1[CH3:31].[CH3:37][S:38]([NH2:41])(=[O:40])=[O:39].Cl.C(N=C=NCCCN(C)C)C. Product: [F:1][CH:2]([F:36])[O:3][C:4]1[CH:35]=[CH:34][CH:33]=[CH:32][C:5]=1[CH2:6][C:7]1[N:11]2[CH:12]=[C:13]([C:16]3[CH:21]=[N:20][C:19]([N:22]4[CH2:27][CH2:26][CH:25]([C:28]([NH:41][S:38]([CH3:37])(=[O:40])=[O:39])=[O:29])[CH2:24][CH2:23]4)=[N:18][CH:17]=3)[CH:14]=[CH:15][C:10]2=[N:9][C:8]=1[CH3:31]. The catalyst class is: 172. (2) Reactant: [C:1]([O:5][C:6]([N:8]1[CH2:12][CH2:11][C@@H:10]([NH:13][C:14](=[O:31])[C:15]2[CH:20]=[CH:19][C:18]([N:21]3[C:25]4[CH:26]=[CH:27][CH:28]=[CH:29][C:24]=4[N:23]=[C:22]3[CH3:30])=[CH:17][CH:16]=2)[CH2:9]1)=[O:7])([CH3:4])([CH3:3])[CH3:2].[CH2:32](Br)[CH3:33]. Product: [C:1]([O:5][C:6]([N:8]1[CH2:12][CH2:11][C@@H:10]([N:13]([CH2:32][CH3:33])[C:14](=[O:31])[C:15]2[CH:16]=[CH:17][C:18]([N:21]3[C:25]4[CH:26]=[CH:27][CH:28]=[CH:29][C:24]=4[N:23]=[C:22]3[CH3:30])=[CH:19][CH:20]=2)[CH2:9]1)=[O:7])([CH3:4])([CH3:3])[CH3:2]. The catalyst class is: 5.